From a dataset of CYP2D6 inhibition data for predicting drug metabolism from PubChem BioAssay. Regression/Classification. Given a drug SMILES string, predict its absorption, distribution, metabolism, or excretion properties. Task type varies by dataset: regression for continuous measurements (e.g., permeability, clearance, half-life) or binary classification for categorical outcomes (e.g., BBB penetration, CYP inhibition). Dataset: cyp2d6_veith. (1) The drug is O=C(Nc1nccs1)C1Cc2ccccc2CN1S(=O)(=O)c1ccc(F)cc1. The result is 1 (inhibitor). (2) The result is 0 (non-inhibitor). The drug is COC(=O)C1(C)C=C2C(=C(C)C(=O)C2C)CN1. (3) The drug is O=C(O)CCC(=O)c1ccc(-c2ccccc2)cc1. The result is 0 (non-inhibitor). (4) The result is 0 (non-inhibitor). The compound is CN(C)S(=O)(=O)c1ccc(NC(=O)c2cc(F)c(F)cc2Cl)cc1. (5) The drug is Cc1cc(C)cc(N2C(=O)CC(Sc3nnnn3-c3ccccc3)C2=O)c1. The result is 0 (non-inhibitor).